This data is from NCI-60 drug combinations with 297,098 pairs across 59 cell lines. The task is: Regression. Given two drug SMILES strings and cell line genomic features, predict the synergy score measuring deviation from expected non-interaction effect. (1) Drug 1: C1C(C(OC1N2C=C(C(=O)NC2=O)F)CO)O. Drug 2: CC1CCC2CC(C(=CC=CC=CC(CC(C(=O)C(C(C(=CC(C(=O)CC(OC(=O)C3CCCCN3C(=O)C(=O)C1(O2)O)C(C)CC4CCC(C(C4)OC)OCCO)C)C)O)OC)C)C)C)OC. Cell line: UACC-257. Synergy scores: CSS=4.35, Synergy_ZIP=-1.65, Synergy_Bliss=-3.16, Synergy_Loewe=-7.12, Synergy_HSA=-4.02. (2) Drug 1: CC12CCC3C(C1CCC2=O)CC(=C)C4=CC(=O)C=CC34C. Drug 2: CCN(CC)CCCC(C)NC1=C2C=C(C=CC2=NC3=C1C=CC(=C3)Cl)OC. Cell line: SNB-75. Synergy scores: CSS=30.3, Synergy_ZIP=-10.7, Synergy_Bliss=-3.36, Synergy_Loewe=-17.8, Synergy_HSA=-0.434. (3) Drug 1: CC1=C2C(C(=O)C3(C(CC4C(C3C(C(C2(C)C)(CC1OC(=O)C(C(C5=CC=CC=C5)NC(=O)C6=CC=CC=C6)O)O)OC(=O)C7=CC=CC=C7)(CO4)OC(=O)C)O)C)OC(=O)C. Drug 2: CS(=O)(=O)CCNCC1=CC=C(O1)C2=CC3=C(C=C2)N=CN=C3NC4=CC(=C(C=C4)OCC5=CC(=CC=C5)F)Cl. Cell line: HOP-92. Synergy scores: CSS=16.9, Synergy_ZIP=1.79, Synergy_Bliss=3.85, Synergy_Loewe=7.27, Synergy_HSA=7.31. (4) Drug 1: CC(CN1CC(=O)NC(=O)C1)N2CC(=O)NC(=O)C2. Drug 2: CCCCC(=O)OCC(=O)C1(CC(C2=C(C1)C(=C3C(=C2O)C(=O)C4=C(C3=O)C=CC=C4OC)O)OC5CC(C(C(O5)C)O)NC(=O)C(F)(F)F)O. Cell line: HCT-15. Synergy scores: CSS=38.4, Synergy_ZIP=1.02, Synergy_Bliss=2.82, Synergy_Loewe=3.05, Synergy_HSA=2.77. (5) Drug 1: CC(C1=C(C=CC(=C1Cl)F)Cl)OC2=C(N=CC(=C2)C3=CN(N=C3)C4CCNCC4)N. Drug 2: C(CCl)NC(=O)N(CCCl)N=O. Cell line: SK-MEL-28. Synergy scores: CSS=0.575, Synergy_ZIP=1.53, Synergy_Bliss=1.28, Synergy_Loewe=-4.85, Synergy_HSA=-3.43. (6) Drug 1: CC(CN1CC(=O)NC(=O)C1)N2CC(=O)NC(=O)C2. Drug 2: CC1=CC=C(C=C1)C2=CC(=NN2C3=CC=C(C=C3)S(=O)(=O)N)C(F)(F)F. Cell line: SK-MEL-28. Synergy scores: CSS=1.24, Synergy_ZIP=-1.74, Synergy_Bliss=-3.85, Synergy_Loewe=-7.28, Synergy_HSA=-5.82.